The task is: Predict the product of the given reaction.. This data is from Forward reaction prediction with 1.9M reactions from USPTO patents (1976-2016). (1) The product is: [CH3:20][Si:19]([CH3:22])([CH3:21])[CH2:18][CH2:17][O:16][CH2:15][N:12]1[C:8]2=[N:9][CH:10]=[CH:11][C:6]([C:4]3[CH:5]=[N:1][N:2]([C:29]4[CH:30]=[C:25]([CH:26]=[CH:27][CH:28]=4)[C:23]#[N:24])[CH:3]=3)=[C:7]2[CH:14]=[CH:13]1. Given the reactants [NH:1]1[CH:5]=[C:4]([C:6]2[CH:11]=[CH:10][N:9]=[C:8]3[N:12]([CH2:15][O:16][CH2:17][CH2:18][Si:19]([CH3:22])([CH3:21])[CH3:20])[CH:13]=[CH:14][C:7]=23)[CH:3]=[N:2]1.[C:23]([C:25]1[CH:26]=[C:27](B(O)O)[CH:28]=[CH:29][CH:30]=1)#[N:24].CN(C=O)C.N1C=CC=CC=1, predict the reaction product. (2) Given the reactants CO[C:3]([C:5]1[N:6]=[C:7]([C:25]#[N:26])[C:8]2[C:13]([C:14]=1[OH:15])=[CH:12][CH:11]=[CH:10][C:9]=2[O:16][C:17]1[CH:22]=[CH:21][C:20]([O:23][CH3:24])=[CH:19][CH:18]=1)=[O:4].[NH2:27][CH2:28][C:29]([OH:31])=[O:30], predict the reaction product. The product is: [C:25]([C:7]1[C:8]2[C:13](=[CH:12][CH:11]=[CH:10][C:9]=2[O:16][C:17]2[CH:22]=[CH:21][C:20]([O:23][CH3:24])=[CH:19][CH:18]=2)[C:14]([OH:15])=[C:5]([C:3]([NH:27][CH2:28][C:29]([OH:31])=[O:30])=[O:4])[N:6]=1)#[N:26]. (3) Given the reactants C[Si]([N-][Si](C)(C)C)(C)C.[Na+].[NH2:11][C:12]1[CH:13]=[N:14][CH:15]=[CH:16][CH:17]=1.[C:18](O[C:18]([O:20][C:21]([CH3:24])([CH3:23])[CH3:22])=[O:19])([O:20][C:21]([CH3:24])([CH3:23])[CH3:22])=[O:19].O, predict the reaction product. The product is: [N:14]1[CH:15]=[CH:16][CH:17]=[C:12]([NH:11][C:18](=[O:19])[O:20][C:21]([CH3:24])([CH3:23])[CH3:22])[CH:13]=1. (4) Given the reactants [CH3:1][O:2][C:3](=[O:51])[C@@H:4]([NH:26][C:27](=O)[CH:28]([NH:31][C:32]([C:34]1[C:35]2[CH:42]=[N:41][N:40]([C:43]3[CH:48]=[CH:47][C:46]([F:49])=[CH:45][CH:44]=3)[C:36]=2[CH:37]=[N:38][CH:39]=1)=[O:33])[CH2:29][CH3:30])[CH2:5][S:6]C(C1C=CC=CC=1)(C1C=CC=CC=1)C1C=CC=CC=1, predict the reaction product. The product is: [CH3:1][O:2][C:3]([C@@H:4]1[CH2:5][S:6][C:27]([CH:28]([NH:31][C:32]([C:34]2[C:35]3[CH:42]=[N:41][N:40]([C:43]4[CH:44]=[CH:45][C:46]([F:49])=[CH:47][CH:48]=4)[C:36]=3[CH:37]=[N:38][CH:39]=2)=[O:33])[CH2:29][CH3:30])=[N:26]1)=[O:51].